Dataset: Reaction yield outcomes from USPTO patents with 853,638 reactions. Task: Predict the reaction yield, written as a fraction of the theoretical maximum amount of product (1.0 means a 100% yield; for example, 0.34 means a 34% yield). (1) The reactants are [N+:1]([C:4]1[CH:9]=[CH:8][CH:7]=[CH:6][C:5]=1[CH2:10][C:11]([OH:13])=O)([O-:3])=[O:2].[NH2:14][CH:15]1[CH2:20][CH2:19][N:18]([CH2:21][C:22]2[CH:27]=[CH:26][CH:25]=[CH:24][CH:23]=2)[CH2:17][CH2:16]1.ON1C2C=CC=CC=2N=N1.CN(C)CCCN=C=NCC.C(N(CC)CC)C. The catalyst is C(OCC)(=O)C. The product is [CH2:21]([N:18]1[CH2:19][CH2:20][CH:15]([NH:14][C:11](=[O:13])[CH2:10][C:5]2[CH:6]=[CH:7][CH:8]=[CH:9][C:4]=2[N+:1]([O-:3])=[O:2])[CH2:16][CH2:17]1)[C:22]1[CH:23]=[CH:24][CH:25]=[CH:26][CH:27]=1. The yield is 0.980. (2) The reactants are [C:9](O[C:9]([O:11][C:12]([CH3:15])([CH3:14])[CH3:13])=[O:10])([O:11][C:12]([CH3:15])([CH3:14])[CH3:13])=[O:10].C(N(CC)CC)C.Cl.[NH2:24][CH:25]([C:31]([C:33]1[CH:38]=[CH:37][C:36]([O:39][CH3:40])=[CH:35][CH:34]=1)=[O:32])[C:26]([O:28][CH2:29][CH3:30])=[O:27].O. The catalyst is O1CCCC1. The product is [C:12]([O:11][C:9]([NH:24][CH:25]([C:31]([C:33]1[CH:34]=[CH:35][C:36]([O:39][CH3:40])=[CH:37][CH:38]=1)=[O:32])[C:26]([O:28][CH2:29][CH3:30])=[O:27])=[O:10])([CH3:13])([CH3:14])[CH3:15]. The yield is 0.660.